Dataset: Full USPTO retrosynthesis dataset with 1.9M reactions from patents (1976-2016). Task: Predict the reactants needed to synthesize the given product. (1) The reactants are: [OH:1][C:2]1[C:15]2[C:14](=[O:16])[C:13]3[C:8](=[C:9]([O:17][CH3:18])[CH:10]=[CH:11][CH:12]=3)[O:7][C:6]=2[CH:5]=[C:4]([OH:19])[CH:3]=1.C([O-])([O-])=O.[K+].[K+].[CH2:26]([CH:28]1[O:30][CH2:29]1)Cl. Given the product [OH:1][C:2]1[C:15]2[C:14](=[O:16])[C:13]3[C:8](=[C:9]([O:17][CH3:18])[CH:10]=[CH:11][CH:12]=3)[O:7][C:6]=2[CH:5]=[C:4]([O:19][CH2:26][CH:28]2[CH2:29][O:30]2)[CH:3]=1, predict the reactants needed to synthesize it. (2) Given the product [CH2:13]([C:17]1[N:18]=[C:19]([CH:48]([CH3:49])[CH3:50])[N:20]([C:39]2[CH:40]=[CH:41][C:42]3[O:46][CH2:45][CH2:44][C:43]=3[CH:47]=2)[C:21](=[O:38])[C:22]=1[CH2:23][C:24]1[CH:29]=[CH:28][C:27]([C:30]2[CH:35]=[CH:34][CH:33]=[CH:32][C:31]=2[C:36]2[NH:3][C:4](=[O:7])[O:5][N:37]=2)=[CH:26][CH:25]=1)[CH2:14][CH2:15][CH3:16], predict the reactants needed to synthesize it. The reactants are: [Cl-].O[NH3+:3].[C:4](=[O:7])([O-])[OH:5].[Na+].CS(C)=O.[CH2:13]([C:17]1[N:18]=[C:19]([CH:48]([CH3:50])[CH3:49])[N:20]([C:39]2[CH:40]=[CH:41][C:42]3[O:46][CH2:45][CH2:44][C:43]=3[CH:47]=2)[C:21](=[O:38])[C:22]=1[CH2:23][C:24]1[CH:29]=[CH:28][C:27]([C:30]2[C:31]([C:36]#[N:37])=[CH:32][CH:33]=[CH:34][CH:35]=2)=[CH:26][CH:25]=1)[CH2:14][CH2:15][CH3:16]. (3) Given the product [F:51][C:52]1[C:45]([O:44][C:43](=[O:49])[N:14]([C@H:13]2[C@H:9]([C:4]3[CH:5]=[CH:6][C:7]([Cl:8])=[C:2]([Cl:1])[CH:3]=3)[CH2:10][N:11]([C:16]([CH:18]3[CH2:23][CH2:22][N:21]([C:24]([C:26]4([CH3:29])[CH2:27][CH2:28]4)=[O:25])[CH2:20][CH2:19]3)=[O:17])[CH2:12]2)[CH3:15])=[CH:56][CH:55]=[CH:54][N:53]=1, predict the reactants needed to synthesize it. The reactants are: [Cl:1][C:2]1[CH:3]=[C:4]([C@H:9]2[C@H:13]([NH:14][CH3:15])[CH2:12][N:11]([C:16]([CH:18]3[CH2:23][CH2:22][N:21]([C:24]([C:26]4([CH3:29])[CH2:28][CH2:27]4)=[O:25])[CH2:20][CH2:19]3)=[O:17])[CH2:10]2)[CH:5]=[CH:6][C:7]=1[Cl:8].CCN(C(C)C)C(C)C.ClC(Cl)(O[C:43](=[O:49])[O:44][C:45](Cl)(Cl)Cl)Cl.[F:51][C:52]1C(O)=[CH:56][CH:55]=[CH:54][N:53]=1.[H-].[Na+]. (4) Given the product [NH2:1][C:2]1[N:6]([C:7]2[CH:8]=[CH:9][C:10]([F:13])=[CH:11][CH:12]=2)[N:5]=[CH:4][C:3]=1[C:14]([OH:16])=[O:15], predict the reactants needed to synthesize it. The reactants are: [NH2:1][C:2]1[N:6]([C:7]2[CH:12]=[CH:11][C:10]([F:13])=[CH:9][CH:8]=2)[N:5]=[CH:4][C:3]=1[C:14]([O:16]CC)=[O:15].[OH-].[Li+]. (5) The reactants are: [CH2:1](Br)[C:2]1[CH:7]=[CH:6][CH:5]=[CH:4][CH:3]=1.[CH2:9]([O:16][C:17]([N:19]1[CH2:23][CH:22]([CH3:24])[C:21]([CH2:28][C:29]([O:31][C:32]([CH3:35])([CH3:34])[CH3:33])=[O:30])([C:25]([OH:27])=[O:26])[CH2:20]1)=[O:18])[C:10]1[CH:15]=[CH:14][CH:13]=[CH:12][CH:11]=1.C(=O)([O-])[O-].[K+].[K+].CN(C)C=O. Given the product [C:32]([O:31][C:29](=[O:30])[CH2:28][C:21]1([C:25]([O:27][CH2:1][C:2]2[CH:7]=[CH:6][CH:5]=[CH:4][CH:3]=2)=[O:26])[CH:22]([CH3:24])[CH2:23][N:19]([C:17]([O:16][CH2:9][C:10]2[CH:11]=[CH:12][CH:13]=[CH:14][CH:15]=2)=[O:18])[CH2:20]1)([CH3:34])([CH3:33])[CH3:35], predict the reactants needed to synthesize it.